This data is from Forward reaction prediction with 1.9M reactions from USPTO patents (1976-2016). The task is: Predict the product of the given reaction. (1) Given the reactants [Cl:1][C:2]1[CH:7]=[C:6]([Cl:8])[CH:5]=[CH:4][C:3]=1[C:9]1[C:27](=[O:28])[N:26]([CH3:29])[C:12]2[N:13]([CH3:25])[C:14]3[C:19]([C:11]=2[CH:10]=1)=[CH:18][C:17]([C:20](=O)[CH2:21][C:22]#[N:23])=[CH:16][CH:15]=3.C([O-])(=O)C.[Na+].Cl.[OH:36][NH-:37], predict the reaction product. The product is: [NH2:23][C:22]1[O:36][N:37]=[C:20]([C:17]2[CH:18]=[C:19]3[C:14](=[CH:15][CH:16]=2)[N:13]([CH3:25])[C:12]2[N:26]([CH3:29])[C:27](=[O:28])[C:9]([C:3]4[CH:4]=[CH:5][C:6]([Cl:8])=[CH:7][C:2]=4[Cl:1])=[CH:10][C:11]3=2)[CH:21]=1. (2) Given the reactants [NH:1]1[C:9]2[C:4](=[CH:5][CH:6]=[CH:7][CH:8]=2)[CH:3]=[C:2]1C(OCC)=O.[H-].[Na+].[C:17]1([S:23](Cl)(=[O:25])=[O:24])[CH:22]=[CH:21][CH:20]=[CH:19][CH:18]=1.ClCCl, predict the reaction product. The product is: [C:17]1([S:23]([N:1]2[C:9]3[C:4](=[CH:5][CH:6]=[CH:7][CH:8]=3)[CH:3]=[CH:2]2)(=[O:25])=[O:24])[CH:22]=[CH:21][CH:20]=[CH:19][CH:18]=1.